Task: Regression. Given two drug SMILES strings and cell line genomic features, predict the synergy score measuring deviation from expected non-interaction effect.. Dataset: NCI-60 drug combinations with 297,098 pairs across 59 cell lines (1) Drug 1: C(=O)(N)NO. Drug 2: C(CC(=O)O)C(=O)CN.Cl. Cell line: RXF 393. Synergy scores: CSS=0.762, Synergy_ZIP=-1.48, Synergy_Bliss=-3.25, Synergy_Loewe=-1.79, Synergy_HSA=-2.60. (2) Drug 1: C1CN1C2=NC(=NC(=N2)N3CC3)N4CC4. Drug 2: C1CC(=O)NC(=O)C1N2CC3=C(C2=O)C=CC=C3N. Cell line: NCI-H226. Synergy scores: CSS=3.71, Synergy_ZIP=-3.96, Synergy_Bliss=-1.93, Synergy_Loewe=-2.26, Synergy_HSA=-0.579. (3) Drug 1: CC(C1=C(C=CC(=C1Cl)F)Cl)OC2=C(N=CC(=C2)C3=CN(N=C3)C4CCNCC4)N. Drug 2: C1=NC2=C(N=C(N=C2N1C3C(C(C(O3)CO)O)O)F)N. Cell line: HT29. Synergy scores: CSS=3.36, Synergy_ZIP=-0.156, Synergy_Bliss=-3.77, Synergy_Loewe=-12.9, Synergy_HSA=-6.46. (4) Drug 1: C1=CC(=CC=C1CCCC(=O)O)N(CCCl)CCCl. Drug 2: CC(C1=C(C=CC(=C1Cl)F)Cl)OC2=C(N=CC(=C2)C3=CN(N=C3)C4CCNCC4)N. Cell line: BT-549. Synergy scores: CSS=6.90, Synergy_ZIP=-7.50, Synergy_Bliss=-5.33, Synergy_Loewe=-9.46, Synergy_HSA=-8.85.